Dataset: Forward reaction prediction with 1.9M reactions from USPTO patents (1976-2016). Task: Predict the product of the given reaction. (1) Given the reactants [CH:1]([CH:3]1[CH2:8][CH2:7][N:6]([C:9]([O:11][C:12]([CH3:15])([CH3:14])[CH3:13])=[O:10])[CH2:5][CH2:4]1)=O.[CH3:16][CH2:17][O:18][C:19](/[C:21](/P(OCC)(OCC)=O)=[CH:22]\[CH3:23])=[O:20].O[Li].O, predict the reaction product. The product is: [CH2:17]([O:18][C:19](=[O:20])/[CH:21]=[CH:22]/[CH:23]=[CH:1]/[CH:3]1[CH2:8][CH2:7][N:6]([C:9]([O:11][C:12]([CH3:15])([CH3:14])[CH3:13])=[O:10])[CH2:5][CH2:4]1)[CH3:16]. (2) Given the reactants [F:1][C:2]([F:14])([F:13])[C:3]1[C:7]([C:8]([O:10]CC)=[O:9])=[CH:6][NH:5][N:4]=1.[OH-].[Na+].Cl, predict the reaction product. The product is: [F:14][C:2]([F:1])([F:13])[C:3]1[C:7]([C:8]([OH:10])=[O:9])=[CH:6][NH:5][N:4]=1. (3) The product is: [F:35][C:2]([F:1])([CH3:34])[C:3]([NH:5][C@@H:6]([CH3:33])[C@H:7]([O:14][C:15]1[CH:16]=[C:17]2[C:21](=[CH:22][CH:23]=1)[N:20]([C:24]1[CH:32]=[CH:31][CH:30]=[C:26]([C:27]([N:29]3[CH2:40][CH2:39][CH2:38][C@@H:37]3[CH2:41][OH:42])=[O:28])[CH:25]=1)[N:19]=[CH:18]2)[C:8]1[CH:9]=[CH:10][CH:11]=[CH:12][CH:13]=1)=[O:4]. Given the reactants [F:1][C:2]([F:35])([CH3:34])[C:3]([NH:5][C@@H:6]([CH3:33])[C@H:7]([O:14][C:15]1[CH:16]=[C:17]2[C:21](=[CH:22][CH:23]=1)[N:20]([C:24]1[CH:25]=[C:26]([CH:30]=[CH:31][CH:32]=1)[C:27]([NH2:29])=[O:28])[N:19]=[CH:18]2)[C:8]1[CH:13]=[CH:12][CH:11]=[CH:10][CH:9]=1)=[O:4].N1[CH2:40][CH2:39][CH2:38][C@@H:37]1[CH2:41][OH:42], predict the reaction product. (4) Given the reactants [F:1]/[C:2](=[CH:8]\[C:9]1[CH:14]=[CH:13][CH:12]=[CH:11][C:10]=1[N+:15]([O-])=O)/[C:3]([O:5][CH2:6][CH3:7])=[O:4].C(O)C.[NH4+].[Cl-], predict the reaction product. The product is: [NH2:15][C:10]1[CH:11]=[CH:12][CH:13]=[CH:14][C:9]=1/[CH:8]=[C:2](\[F:1])/[C:3]([O:5][CH2:6][CH3:7])=[O:4]. (5) Given the reactants [F:1][C:2]1[CH:11]=[C:10]2[C:5]([C:6]([CH2:13][C:14]3[N:18]([CH3:19])[N:17]=[CH:16][N:15]=3)=[N:7][NH:8][C:9]2=[O:12])=[C:4]([NH:20][NH2:21])[CH:3]=1.[F:22][C:23]1[CH:30]=[CH:29][C:26]([CH:27]=O)=[CH:25][CH:24]=1, predict the reaction product. The product is: [F:1][C:2]1[CH:11]=[C:10]2[C:5]([C:6]([CH2:13][C:14]3[N:18]([CH3:19])[N:17]=[CH:16][N:15]=3)=[N:7][NH:8][C:9]2=[O:12])=[C:4]([NH:20]/[N:21]=[CH:27]/[C:26]2[CH:29]=[CH:30][C:23]([F:22])=[CH:24][CH:25]=2)[CH:3]=1. (6) Given the reactants [Br:1][C:2]1[CH:7]=[CH:6][C:5]([C@@H:8]([NH2:10])[CH3:9])=[CH:4][CH:3]=1.C(O[BH-](OC(=O)C)OC(=O)C)(=O)C.[Na+].C[O:26][C:27](=O)[CH2:28][C:29]1([CH2:42][CH:43]=O)[CH2:41][CH2:40][C:32]2([O:37][CH2:36][C:35]([CH3:39])([CH3:38])[CH2:34][O:33]2)[CH2:31][CH2:30]1.[OH-].[Na+], predict the reaction product. The product is: [Br:1][C:2]1[CH:7]=[CH:6][C:5]([C@@H:8]([N:10]2[CH2:43][CH2:42][C:29]3([CH2:41][CH2:40][C:32]4([O:33][CH2:34][C:35]([CH3:39])([CH3:38])[CH2:36][O:37]4)[CH2:31][CH2:30]3)[CH2:28][C:27]2=[O:26])[CH3:9])=[CH:4][CH:3]=1. (7) Given the reactants [CH3:1][O:2][C:3]([C:5]1[CH:6]=[C:7]2[C:11](=[CH:12][CH:13]=1)[N:10]([CH2:14][CH:15]1[CH2:17][O:16]1)[CH:9]=[C:8]2[C:18](=[O:27])[CH2:19][CH2:20][CH2:21][CH2:22][C:23]([O:25][CH3:26])=[O:24])=[O:4].[O:28]([C:35]1[CH:40]=[CH:39][C:38]([OH:41])=[CH:37][CH:36]=1)[C:29]1[CH:34]=[CH:33][CH:32]=[CH:31][CH:30]=1, predict the reaction product. The product is: [CH3:1][O:2][C:3]([C:5]1[CH:6]=[C:7]2[C:11](=[CH:12][CH:13]=1)[N:10]([CH2:14][CH:15]([OH:16])[CH2:17][O:41][C:38]1[CH:37]=[CH:36][C:35]([O:28][C:29]3[CH:34]=[CH:33][CH:32]=[CH:31][CH:30]=3)=[CH:40][CH:39]=1)[CH:9]=[C:8]2[C:18](=[O:27])[CH2:19][CH2:20][CH2:21][CH2:22][C:23]([O:25][CH3:26])=[O:24])=[O:4].